This data is from Full USPTO retrosynthesis dataset with 1.9M reactions from patents (1976-2016). The task is: Predict the reactants needed to synthesize the given product. (1) Given the product [CH3:1][S:2]([C:5]1[CH:31]=[CH:30][C:8]([O:9][C:10]2[CH:11]=[C:12]3[C:16](=[C:17]([O:19][CH2:20][CH:21]4[CH2:22][CH2:23][O:24][CH2:25][CH2:26]4)[CH:18]=2)[NH:15][C:14]([C:27]([NH2:34])=[O:29])=[CH:13]3)=[CH:7][CH:6]=1)(=[O:3])=[O:4], predict the reactants needed to synthesize it. The reactants are: [CH3:1][S:2]([C:5]1[CH:31]=[CH:30][C:8]([O:9][C:10]2[CH:11]=[C:12]3[C:16](=[C:17]([O:19][CH2:20][CH:21]4[CH2:26][CH2:25][O:24][CH2:23][CH2:22]4)[CH:18]=2)[NH:15][C:14]([C:27]([OH:29])=O)=[CH:13]3)=[CH:7][CH:6]=1)(=[O:4])=[O:3].Cl.C[N:34](C)CCCN=C=NCC.ON1C2C=CC=CC=2N=N1.N. (2) Given the product [Br:1][C:2]1[CH:3]=[C:4]2[C:10]([C:33]3[CH:32]=[CH:31][C:30]([CH2:29][N:26]4[CH2:27][CH2:28][N:23]([CH3:22])[CH2:24][CH2:25]4)=[CH:35][CH:34]=3)=[CH:9][N:8]([S:12]([C:15]3[CH:20]=[CH:19][C:18]([CH3:21])=[CH:17][CH:16]=3)(=[O:14])=[O:13])[C:5]2=[N:6][CH:7]=1, predict the reactants needed to synthesize it. The reactants are: [Br:1][C:2]1[CH:3]=[C:4]2[C:10](I)=[CH:9][N:8]([S:12]([C:15]3[CH:20]=[CH:19][C:18]([CH3:21])=[CH:17][CH:16]=3)(=[O:14])=[O:13])[C:5]2=[N:6][CH:7]=1.[CH3:22][N:23]1[CH2:28][CH2:27][N:26]([CH2:29][C:30]2[CH:35]=[CH:34][C:33](B3OC(C)(C)C(C)(C)O3)=[CH:32][CH:31]=2)[CH2:25][CH2:24]1.C([O-])([O-])=O.[Na+].[Na+].CCOC(C)=O.